Dataset: Reaction yield outcomes from USPTO patents with 853,638 reactions. Task: Predict the reaction yield, written as a fraction of the theoretical maximum amount of product (1.0 means a 100% yield; for example, 0.34 means a 34% yield). (1) The reactants are [Cl:1][C:2]1[CH:11]=[CH:10][CH:9]=[C:8]2[C:3]=1[CH:4]=[C:5]([CH:18]([NH2:20])[CH3:19])[C:6]([C:12]1[CH:17]=[CH:16][CH:15]=[CH:14][N:13]=1)=[N:7]2.Br[C:22]1[N:30]=[CH:29][N:28]=[C:27]2[C:23]=1[NH:24][CH:25]=[N:26]2.CCN(C(C)C)C(C)C. The catalyst is C(O)CCC. The product is [Cl:1][C:2]1[CH:11]=[CH:10][CH:9]=[C:8]2[C:3]=1[CH:4]=[C:5]([CH:18]([NH:20][C:22]1[N:30]=[CH:29][N:28]=[C:27]3[C:23]=1[N:24]=[CH:25][NH:26]3)[CH3:19])[C:6]([C:12]1[CH:17]=[CH:16][CH:15]=[CH:14][N:13]=1)=[N:7]2. The yield is 0.690. (2) The reactants are [C:1]1([C:7]2([CH2:13][C:14]([NH2:16])=[NH:15])[CH2:12][CH2:11][CH2:10][CH2:9][CH2:8]2)[CH:6]=[CH:5][CH:4]=[CH:3][CH:2]=1.C[O:18][C:19](=O)/[C:20](/[O:30][CH2:31][C:32]1[CH:37]=[CH:36][CH:35]=[CH:34][CH:33]=1)=[C:21](\O)/[C:22]([O:24][C:25]([CH3:28])([CH3:27])[CH3:26])=[O:23].C[O-].[Na+]. The catalyst is CO.ClCCl. The product is [C:25]([O:24][C:22]([C:21]1[C:20]([O:30][CH2:31][C:32]2[CH:37]=[CH:36][CH:35]=[CH:34][CH:33]=2)=[C:19]([OH:18])[N:16]=[C:14]([CH2:13][C:7]2([C:1]3[CH:6]=[CH:5][CH:4]=[CH:3][CH:2]=3)[CH2:12][CH2:11][CH2:10][CH2:9][CH2:8]2)[N:15]=1)=[O:23])([CH3:28])([CH3:26])[CH3:27]. The yield is 0.850. (3) The reactants are [CH:1]([C:4]1[N:5]=[C:6]([C:9]2[CH:18]=[C:17]([O:19][CH2:20][CH2:21][C@@H:22]3[NH:36][C:35](=[O:37])[N:34]([CH3:38])[CH2:33][CH2:32][CH2:31][CH2:30][CH:29]=[CH:28][C@H:27]4[C@@:25]([C:39]([OH:41])=O)([CH2:26]4)[NH:24][C:23]3=[O:42])[C:16]3[C:11](=[C:12]([Cl:45])[C:13]([O:43][CH3:44])=[CH:14][CH:15]=3)[N:10]=2)[S:7][CH:8]=1)([CH3:3])[CH3:2].[CH:46]1([S:49]([NH-:52])(=[O:51])=[O:50])[CH2:48][CH2:47]1. No catalyst specified. The product is [CH:1]([C:4]1[N:5]=[C:6]([C:9]2[CH:18]=[C:17]([O:19][CH2:20][CH2:21][C@@H:22]3[NH:36][C:35](=[O:37])[N:34]([CH3:38])[CH2:33][CH2:32][CH2:31][CH2:30][CH:29]=[CH:28][C@H:27]4[C@@:25]([C:39]([NH:52][S:49]([CH:46]5[CH2:48][CH2:47]5)(=[O:51])=[O:50])=[O:41])([CH2:26]4)[NH:24][C:23]3=[O:42])[C:16]3[C:11](=[C:12]([Cl:45])[C:13]([O:43][CH3:44])=[CH:14][CH:15]=3)[N:10]=2)[S:7][CH:8]=1)([CH3:3])[CH3:2]. The yield is 0.100. (4) The reactants are [CH3:1][O:2][C:3]1[C:8]2[O:9][CH2:10][O:11][C:7]=2[CH:6]=[C:5]([CH2:12]O)[CH:4]=1.C([O-])(O)=O.[Na+].O=S(Cl)[Cl:21]. No catalyst specified. The product is [Cl:21][CH2:12][C:5]1[CH:4]=[C:3]([O:2][CH3:1])[C:8]2[O:9][CH2:10][O:11][C:7]=2[CH:6]=1. The yield is 0.940. (5) The reactants are [NH2:1][CH2:2][CH2:3][CH2:4][OH:5].[CH:6](=O)[C:7]1[CH:12]=[CH:11][CH:10]=[CH:9][CH:8]=1.[BH4-].[Na+]. The catalyst is CO. The product is [CH2:6]([NH:1][CH2:2][CH2:3][CH2:4][OH:5])[C:7]1[CH:12]=[CH:11][CH:10]=[CH:9][CH:8]=1. The yield is 0.980. (6) The reactants are Br[C:2]1[CH:7]=[CH:6][CH:5]=[CH:4][CH:3]=1.[Li]C(C)(C)C.[C:13]1([C@@H:19]([N@:21]2[CH2:23][CH:22]2[CH:24]=[O:25])[CH3:20])[CH:18]=[CH:17][CH:16]=[CH:15][CH:14]=1.O. The catalyst is C1COCC1. The product is [C:2]1([C@H:24]([CH:22]2[CH2:23][N@@:21]2[C@H:19]([C:13]2[CH:18]=[CH:17][CH:16]=[CH:15][CH:14]=2)[CH3:20])[OH:25])[CH:7]=[CH:6][CH:5]=[CH:4][CH:3]=1. The yield is 0.860.